This data is from Catalyst prediction with 721,799 reactions and 888 catalyst types from USPTO. The task is: Predict which catalyst facilitates the given reaction. (1) Reactant: [CH3:1][O:2][C:3]1[CH:8]=[CH:7][CH:6]=[CH:5][C:4]=1[N:9]1[CH2:14][CH2:13][N:12]([CH2:15][CH2:16][CH2:17][CH2:18][N:19]2[C:23](=[O:24])[CH2:22][NH:21][C:20]2=[O:25])[CH2:11][CH2:10]1.[H-].[Na+].Br[CH2:29][CH2:30][O:31][Si:32]([C:35]([CH3:38])([CH3:37])[CH3:36])([CH3:34])[CH3:33]. Product: [Si:32]([O:31][CH2:30][CH2:29][N:21]1[CH2:22][C:23](=[O:24])[N:19]([CH2:18][CH2:17][CH2:16][CH2:15][N:12]2[CH2:11][CH2:10][N:9]([C:4]3[CH:5]=[CH:6][CH:7]=[CH:8][C:3]=3[O:2][CH3:1])[CH2:14][CH2:13]2)[C:20]1=[O:25])([C:35]([CH3:38])([CH3:37])[CH3:36])([CH3:34])[CH3:33]. The catalyst class is: 3. (2) Reactant: [C:1]([O:6][CH2:7][C:8]1[CH:13]=[CH:12][CH:11]=[CH:10][CH:9]=1)(=[O:5])[C:2](C)=[CH2:3].[O:14]=[O+][O-].CSC. Product: [C:1]([O:6][CH2:7][C:8]1[CH:13]=[CH:12][CH:11]=[CH:10][CH:9]=1)(=[O:5])[C:2]([CH3:3])=[O:14]. The catalyst class is: 98. (3) Reactant: [C:1]([N:6]1[CH2:11][CH2:10][N:9]([C:12]([C:14]2[CH:15]=[C:16]([CH:21]=[CH:22][CH:23]=2)[C:17]([O:19]C)=[O:18])=[O:13])[CH2:8][CH2:7]1)(=[O:5])[CH:2]([CH3:4])[CH3:3].O.[OH-].[Li+].Cl. Product: [C:1]([N:6]1[CH2:11][CH2:10][N:9]([C:12]([C:14]2[CH:15]=[C:16]([CH:21]=[CH:22][CH:23]=2)[C:17]([OH:19])=[O:18])=[O:13])[CH2:8][CH2:7]1)(=[O:5])[CH:2]([CH3:4])[CH3:3]. The catalyst class is: 132. (4) Reactant: Br[C:2]1[C:14]([CH2:15][O:16]C2CCCCO2)=[CH:13][C:5]([O:6]C2CCCCO2)=[CH:4][C:3]=1[F:23].C([Li])CCC.[B:29](OC(C)C)(OC(C)C)[O:30]C(C)C.Cl. Product: [F:23][C:3]1[C:2]2[B:29]([OH:30])[O:16][CH2:15][C:14]=2[CH:13]=[C:5]([OH:6])[CH:4]=1. The catalyst class is: 6. (5) Reactant: [C:1](Cl)(=[O:3])[CH3:2].[NH2:5][C:6]1[CH:7]=[C:8]([C:12]2[CH:17]=[CH:16][C:15]([C:18]3[CH:19]([NH:23][S:24]([CH:27]([CH3:29])[CH3:28])(=[O:26])=[O:25])[CH2:20][CH2:21][CH:22]=3)=[CH:14][CH:13]=2)[CH:9]=[CH:10][CH:11]=1.C(N(CC)CC)C.O. The catalyst class is: 2. Product: [CH3:29][CH:27]([S:24]([NH:23][CH:19]1[C:18]([C:15]2[CH:14]=[CH:13][C:12]([C:8]3[CH:7]=[C:6]([NH:5][C:1](=[O:3])[CH3:2])[CH:11]=[CH:10][CH:9]=3)=[CH:17][CH:16]=2)=[CH:22][CH2:21][CH2:20]1)(=[O:26])=[O:25])[CH3:28]. (6) Reactant: [CH3:1][N:2]([CH3:16])[C:3]1([C:10]2[CH:15]=[CH:14][CH:13]=[CH:12][CH:11]=2)[CH2:8][CH2:7][C:6](=O)[CH2:5][CH2:4]1.Cl.[NH2:18][OH:19]. Product: [CH3:1][N:2]([CH3:16])[C:3]1([C:10]2[CH:15]=[CH:14][CH:13]=[CH:12][CH:11]=2)[CH2:8][CH2:7][C:6](=[N:18][OH:19])[CH2:5][CH2:4]1. The catalyst class is: 8. (7) Reactant: [CH:1]1[CH:2]=[CH:3][C:4]([CH:7]([N:15]2[CH2:20][CH2:19][N:18]([CH2:21][CH2:22][O:23][CH2:24][C:25]([OH:27])=[O:26])[CH2:17][CH2:16]2)[C:8]2[CH:9]=[CH:10][C:11]([Cl:14])=[CH:12][CH:13]=2)=[CH:5][CH:6]=1.Cl. Product: [CH:1]1[CH:2]=[CH:3][C:4]([CH:7]([N:15]2[CH2:20][CH2:19][N:18]([CH2:21][CH2:22][O:23][CH2:24][C:25]([OH:27])=[O:26])[CH2:17][CH2:16]2)[C:8]2[CH:9]=[CH:10][C:11]([Cl:14])=[CH:12][CH:13]=2)=[CH:5][CH:6]=1. The catalyst class is: 611.